From a dataset of Forward reaction prediction with 1.9M reactions from USPTO patents (1976-2016). Predict the product of the given reaction. (1) Given the reactants [Si]([O:8][C@@H:9]1[C@@H:14]([CH3:15])[CH2:13][N:12]([C:16]2[CH:21]=[CH:20][N:19]=[CH:18][C:17]=2[NH:22][C:23]([C:25]2[N:30]=[C:29]3[C:31]([CH:34]4[CH2:36][CH2:35]4)=[CH:32][O:33][C:28]3=[CH:27][CH:26]=2)=[O:24])[CH2:11][C@H:10]1[NH:37]C(=O)OC(C)(C)C)(C(C)(C)C)(C)C.C(O)(C(F)(F)F)=O.Cl.O1CCOCC1.N, predict the reaction product. The product is: [NH2:37][C@H:10]1[C@H:9]([OH:8])[C@@H:14]([CH3:15])[CH2:13][N:12]([C:16]2[CH:21]=[CH:20][N:19]=[CH:18][C:17]=2[NH:22][C:23]([C:25]2[N:30]=[C:29]3[C:31]([CH:34]4[CH2:36][CH2:35]4)=[CH:32][O:33][C:28]3=[CH:27][CH:26]=2)=[O:24])[CH2:11]1. (2) Given the reactants [CH3:1][CH:2]([CH3:21])[CH:3]=[C:4]([C:12]1[NH:20][C:15]2=[N:16][CH:17]=[CH:18][CH:19]=[C:14]2[CH:13]=1)[C:5]1[CH:6]=[C:7]([CH3:11])[CH:8]=[CH:9][CH:10]=1, predict the reaction product. The product is: [CH3:1][CH:2]([CH3:21])[CH2:3][CH:4]([C:12]1[NH:20][C:15]2=[N:16][CH:17]=[CH:18][CH:19]=[C:14]2[CH:13]=1)[C:5]1[CH:6]=[C:7]([CH3:11])[CH:8]=[CH:9][CH:10]=1.